This data is from Retrosynthesis with 50K atom-mapped reactions and 10 reaction types from USPTO. The task is: Predict the reactants needed to synthesize the given product. (1) The reactants are: C/C(=C\c1ccccc1)C(=O)O.N[C@H]1CN2CCC1CC2. Given the product C/C(=C\c1ccccc1)C(=O)N[C@H]1CN2CCC1CC2, predict the reactants needed to synthesize it. (2) Given the product Cc1cc(C)c2c(c1)NC(=O)[C@@H](CC(C)C)O2, predict the reactants needed to synthesize it. The reactants are: Cc1cc(C)c(O)c(NC(=O)[C@@H](Cl)CC(C)C)c1. (3) The reactants are: BrCC1CCCO1.Oc1cccc(Br)c1F. Given the product Fc1c(Br)cccc1OCC1CCCO1, predict the reactants needed to synthesize it. (4) Given the product Cc1cc(Nc2nc(F)c(C#N)cc2F)n[nH]1, predict the reactants needed to synthesize it. The reactants are: Cc1cc(N)n[nH]1.N#Cc1cc(F)c(F)nc1F. (5) The reactants are: CCC(CC)n1c(Cc2ccc(Cl)s2)nc2cc(C(=O)OC)ccc21. Given the product CCC(CC)n1c(Cc2ccc(Cl)s2)nc2cc(C(=O)O)ccc21, predict the reactants needed to synthesize it.